Task: Predict the reactants needed to synthesize the given product.. Dataset: Full USPTO retrosynthesis dataset with 1.9M reactions from patents (1976-2016) (1) Given the product [F:1][C:2]1[CH:3]=[C:4]([N+:13]([O-:15])=[O:14])[CH:5]=[C:6]2[C:10]=1[N:9]([CH3:11])[C:8](=[O:12])[CH2:7]2, predict the reactants needed to synthesize it. The reactants are: [F:1][C:2]1[CH:3]=[CH:4][CH:5]=[C:6]2[C:10]=1[N:9]([CH3:11])[C:8](=[O:12])[CH2:7]2.[N+:13]([O-])([OH:15])=[O:14]. (2) Given the product [Cl:12][C:13]1[CH:18]=[CH:17][C:16]([S:19]([NH:1][CH:2]([CH2:8][C:9]([CH3:11])=[CH2:10])[C:3]([O:5][CH2:6][CH3:7])=[O:4])(=[O:21])=[O:20])=[CH:15][CH:14]=1, predict the reactants needed to synthesize it. The reactants are: [NH2:1][CH:2]([CH2:8][C:9]([CH3:11])=[CH2:10])[C:3]([O:5][CH2:6][CH3:7])=[O:4].[Cl:12][C:13]1[CH:18]=[CH:17][C:16]([S:19](Cl)(=[O:21])=[O:20])=[CH:15][CH:14]=1.CCN(CC)CC.Cl. (3) Given the product [CH:11]([C:10]1[CH:9]=[CH:8][C:7]2[NH:6][N:5]=[CH:4][C:3]=2[C:2]=1[B:19]([OH:25])[OH:20])([CH3:13])[CH3:12], predict the reactants needed to synthesize it. The reactants are: Br[C:2]1[C:10]([CH:11]([CH3:13])[CH3:12])=[CH:9][CH:8]=[C:7]2[C:3]=1[CH:4]=[N:5][NH:6]2.C([Li])C(C)C.[B:19](OCCCC)([O:25]CCCC)[O:20]CCCC. (4) Given the product [CH2:1]([O:3][C:4](=[O:28])[CH2:5][C:6]1[C:10]2[CH:11]=[CH:12][C:13]([O:15][CH2:16][C:17]3[C:18]([N:29]4[CH2:33][CH2:32][CH2:31][CH2:30]4)=[N:19][C:20]([C:23]([F:26])([F:25])[F:24])=[CH:21][CH:22]=3)=[CH:14][C:9]=2[S:8][CH:7]=1)[CH3:2], predict the reactants needed to synthesize it. The reactants are: [CH2:1]([O:3][C:4](=[O:28])[CH2:5][C:6]1[C:10]2[CH:11]=[CH:12][C:13]([O:15][CH2:16][C:17]3[C:18](Cl)=[N:19][C:20]([C:23]([F:26])([F:25])[F:24])=[CH:21][CH:22]=3)=[CH:14][C:9]=2[S:8][CH:7]=1)[CH3:2].[NH:29]1[CH2:33][CH2:32][CH2:31][CH2:30]1.CN(C=O)C.C([O-])([O-])=O.[K+].[K+]. (5) Given the product [S:3]1[CH:4]=[CH:5][N:6]=[C:2]1[O:7][C:8]1[CH:9]=[C:10]([CH:13]=[CH:14][CH:15]=1)[CH:11]=[O:12], predict the reactants needed to synthesize it. The reactants are: Br[C:2]1[S:3][CH:4]=[CH:5][N:6]=1.[OH:7][C:8]1[CH:9]=[C:10]([CH:13]=[CH:14][CH:15]=1)[CH:11]=[O:12].C(=O)([O-])[O-].[K+].[K+].O. (6) The reactants are: [Cl-].[Al+3].[Cl-].[Cl-].[C:5](Cl)(=[O:7])[CH3:6].C[O:10][C:11]1[CH:28]=[CH:27][C:14]2[CH:15]([CH3:26])[CH2:16][N:17]([C:20](=[O:25])[C:21]([F:24])([F:23])[F:22])[CH2:18][CH2:19][C:13]=2[CH:12]=1.Cl. Given the product [OH:7][C:5]1[C:28]([C:11](=[O:10])[CH3:12])=[CH:27][C:14]2[CH:15]([CH3:26])[CH2:16][N:17]([C:20](=[O:25])[C:21]([F:24])([F:22])[F:23])[CH2:18][CH2:19][C:13]=2[CH:6]=1, predict the reactants needed to synthesize it.